The task is: Predict the reactants needed to synthesize the given product.. This data is from Full USPTO retrosynthesis dataset with 1.9M reactions from patents (1976-2016). (1) Given the product [F:33][C:29]1[C:30]([F:32])=[CH:31][C:26]([C:23]2[CH:22]=[CH:21][C:20]([O:19][CH2:18][C:15]3[CH:16]=[CH:17][C:12]4[O:11][N:10]=[C:9]([NH:8][CH3:1])[C:13]=4[CH:14]=3)=[CH:25][CH:24]=2)=[C:27]([O:34][CH3:35])[CH:28]=1, predict the reactants needed to synthesize it. The reactants are: [C:1]([NH:8][C:9]1[C:13]2[CH:14]=[C:15]([CH2:18][O:19][C:20]3[CH:25]=[CH:24][C:23]([C:26]4[CH:31]=[C:30]([F:32])[C:29]([F:33])=[CH:28][C:27]=4[O:34][CH3:35])=[CH:22][CH:21]=3)[CH:16]=[CH:17][C:12]=2[O:11][N:10]=1)(OC(C)(C)C)=O.C(=O)([O-])[O-].[K+].[K+].COS(OC)(=O)=O. (2) The reactants are: [Cl:1][C:2]1[C:3]([F:40])=[C:4]([C@@H:8]2[C@:12]([C:15]3[CH:20]=[CH:19][C:18]([Cl:21])=[CH:17][C:16]=3[F:22])([C:13]#[N:14])[C@H:11]([CH2:23][C:24]([CH3:27])([CH3:26])[CH3:25])[NH:10][C@H:9]2[C:28]([NH:30][C:31]2[CH:32]=[C:33]([CH:37]=[CH:38][CH:39]=2)[C:34]([OH:36])=[O:35])=[O:29])[CH:5]=[CH:6][CH:7]=1.CN(C(ON1N=NC2C=CC=NC1=2)=[N+](C)C)C.F[P-](F)(F)(F)(F)F.CCN(C(C)C)C(C)C.[OH:74][C:75]([CH3:79])([CH3:78])[CH2:76]N. Given the product [OH:74][C:75]([CH3:79])([CH3:78])[CH2:76][O:35][C:34](=[O:36])[C:33]1[CH:37]=[CH:38][CH:39]=[C:31]([NH:30][C:28]([C@H:9]2[C@H:8]([C:4]3[CH:5]=[CH:6][CH:7]=[C:2]([Cl:1])[C:3]=3[F:40])[C@:12]([C:15]3[CH:20]=[CH:19][C:18]([Cl:21])=[CH:17][C:16]=3[F:22])([C:13]#[N:14])[C@H:11]([CH2:23][C:24]([CH3:27])([CH3:25])[CH3:26])[NH:10]2)=[O:29])[CH:32]=1, predict the reactants needed to synthesize it. (3) Given the product [C:1]([O:5][C:6]([N:8]([CH3:14])[C@@H:9]([CH3:13])[C:10]([NH:15][C@@H:16]([CH:33]1[CH2:38][CH2:37][O:36][CH2:35][CH2:34]1)[C:17]([N:19]1[C:23]2=[N:24][CH:25]=[CH:26][CH:27]=[C:22]2[CH2:21][C@H:20]1[C:28]([O:30][CH2:31][CH3:32])=[O:29])=[O:18])=[O:12])=[O:7])([CH3:2])([CH3:3])[CH3:4], predict the reactants needed to synthesize it. The reactants are: [C:1]([O:5][C:6]([N:8]([CH3:14])[C@@H:9]([CH3:13])[C:10]([OH:12])=O)=[O:7])([CH3:4])([CH3:3])[CH3:2].[NH2:15][C@@H:16]([CH:33]1[CH2:38][CH2:37][O:36][CH2:35][CH2:34]1)[C:17]([N:19]1[C:23]2=[N:24][CH:25]=[CH:26][CH:27]=[C:22]2[CH2:21][C@H:20]1[C:28]([O:30][CH2:31][CH3:32])=[O:29])=[O:18].CN(C(ON1N=NC2C=CC=NC1=2)=[N+](C)C)C.F[P-](F)(F)(F)(F)F.C(N(C(C)C)CC)(C)C. (4) Given the product [C:1]([C:5]1[N:10]=[CH:9][C:8]([C:11]2[N:12]([C:32]([N:34]3[CH2:39][CH2:38][CH:37]([CH2:40][C:41]([NH:47][CH2:48][C:49]4[CH:54]=[CH:53][CH:52]=[CH:51][N:50]=4)=[O:43])[CH2:36][CH2:35]3)=[O:33])[C@@:13]([C:25]3[CH:30]=[CH:29][C:28]([Cl:31])=[CH:27][CH:26]=3)([CH3:24])[C@@:14]([C:17]3[CH:22]=[CH:21][C:20]([Cl:23])=[CH:19][CH:18]=3)([CH3:16])[N:15]=2)=[C:7]([O:44][CH2:45][CH3:46])[CH:6]=1)([CH3:3])([CH3:2])[CH3:4], predict the reactants needed to synthesize it. The reactants are: [C:1]([C:5]1[N:10]=[CH:9][C:8]([C:11]2[N:12]([C:32]([N:34]3[CH2:39][CH2:38][CH:37]([CH2:40][C:41]([OH:43])=O)[CH2:36][CH2:35]3)=[O:33])[C@@:13]([C:25]3[CH:30]=[CH:29][C:28]([Cl:31])=[CH:27][CH:26]=3)([CH3:24])[C@@:14]([C:17]3[CH:22]=[CH:21][C:20]([Cl:23])=[CH:19][CH:18]=3)([CH3:16])[N:15]=2)=[C:7]([O:44][CH2:45][CH3:46])[CH:6]=1)([CH3:4])([CH3:3])[CH3:2].[NH2:47][CH2:48][C:49]1[CH:54]=[CH:53][CH:52]=[CH:51][N:50]=1. (5) Given the product [CH2:1]([O:8][C:9]1[CH:18]=[CH:17][C:12]([CH2:13][OH:14])=[CH:11][C:10]=1[C@@H:19]([C:29]1[CH:30]=[CH:31][CH:32]=[CH:33][CH:34]=1)[CH2:20][CH2:21][N:22]([CH:23]([CH3:24])[CH3:25])[CH:26]([CH3:27])[CH3:28])[C:2]1[CH:3]=[CH:4][CH:5]=[CH:6][CH:7]=1, predict the reactants needed to synthesize it. The reactants are: [CH2:1]([O:8][C:9]1[CH:18]=[CH:17][C:12]([C:13](OC)=[O:14])=[CH:11][C:10]=1[C@@H:19]([C:29]1[CH:34]=[CH:33][CH:32]=[CH:31][CH:30]=1)[CH2:20][CH2:21][N:22]([CH:26]([CH3:28])[CH3:27])[CH:23]([CH3:25])[CH3:24])[C:2]1[CH:7]=[CH:6][CH:5]=[CH:4][CH:3]=1.[H-].[Al+3].[Li+].[H-].[H-].[H-].[H-].C(OCC)(=O)C. (6) The reactants are: [CH3:1][O:2][C:3]1[N:8]=[C:7]2[C:9]([C:13]3[N:23]([S:24]([C:27]4[CH:32]=[CH:31][C:30]([CH3:33])=[CH:29][CH:28]=4)(=[O:26])=[O:25])[C:16]4[N:17]=[CH:18][CH:19]=[C:20]([CH:21]=O)[C:15]=4[CH:14]=3)=[CH:10][N:11]([CH3:12])[C:6]2=[CH:5][C:4]=1[O:34][CH3:35].[NH2:36][CH:37]1[CH2:42][CH2:41][N:40]([CH3:43])[CH2:39][CH2:38]1. Given the product [CH3:1][O:2][C:3]1[N:8]=[C:7]2[C:9]([C:13]3[N:23]([S:24]([C:27]4[CH:32]=[CH:31][C:30]([CH3:33])=[CH:29][CH:28]=4)(=[O:25])=[O:26])[C:16]4=[N:17][CH:18]=[CH:19][C:20]([CH2:21][NH:36][CH:37]5[CH2:42][CH2:41][N:40]([CH3:43])[CH2:39][CH2:38]5)=[C:15]4[CH:14]=3)=[CH:10][N:11]([CH3:12])[C:6]2=[CH:5][C:4]=1[O:34][CH3:35], predict the reactants needed to synthesize it. (7) Given the product [Si:9]([O:8][CH2:7][C:5]1[N:6]=[C:2]([C:22]2([OH:21])[CH2:23][CH2:24][CH:25]([C:28]([O:30][C:31]([CH3:33])([CH3:32])[CH3:34])=[O:29])[CH2:26][CH2:27]2)[S:3][CH:4]=1)([C:12]([CH3:15])([CH3:14])[CH3:13])([CH3:11])[CH3:10], predict the reactants needed to synthesize it. The reactants are: Br[C:2]1[S:3][CH:4]=[C:5]([CH2:7][O:8][Si:9]([C:12]([CH3:15])([CH3:14])[CH3:13])([CH3:11])[CH3:10])[N:6]=1.C([Li])CCC.[O:21]=[C:22]1[CH2:27][CH2:26][CH:25]([C:28]([O:30][C:31]([CH3:34])([CH3:33])[CH3:32])=[O:29])[CH2:24][CH2:23]1.